Predict the product of the given reaction. From a dataset of Forward reaction prediction with 1.9M reactions from USPTO patents (1976-2016). (1) Given the reactants [F:1][C:2]1[CH:3]=[CH:4][C:5]2[O:9][C:8]([C:10]3[C:19]([N:20]4[CH2:25][CH2:24][CH2:23][CH2:22][C@@H:21]4[CH3:26])=[N:18][C:17]4[C:12](=[CH:13][CH:14]=[C:15]([C:27]([O:29]C)=[O:28])[CH:16]=4)[N:11]=3)=[CH:7][C:6]=2[CH:31]=1.[OH-].[Na+].O, predict the reaction product. The product is: [F:1][C:2]1[CH:3]=[CH:4][C:5]2[O:9][C:8]([C:10]3[C:19]([N:20]4[CH2:25][CH2:24][CH2:23][CH2:22][C@@H:21]4[CH3:26])=[N:18][C:17]4[C:12](=[CH:13][CH:14]=[C:15]([C:27]([OH:29])=[O:28])[CH:16]=4)[N:11]=3)=[CH:7][C:6]=2[CH:31]=1. (2) The product is: [C:28]([N:22]1[CH2:27][CH2:26][N:25]([CH2:2][C:3]([NH:5][C:6]2[CH:19]=[CH:18][C:17]3[NH:16][C:15](=[O:20])[C:14]4[C:9]5=[C:10]([CH2:21][C:7]=2[C:8]=35)[CH:11]=[CH:12][CH:13]=4)=[O:4])[CH2:24][CH2:23]1)(=[O:30])[CH3:29]. Given the reactants Cl[CH2:2][C:3]([NH:5][C:6]1[CH:19]=[CH:18][C:17]2[NH:16][C:15](=[O:20])[C:14]3[C:9]4=[C:10]([CH2:21][C:7]=1[C:8]=24)[CH:11]=[CH:12][CH:13]=3)=[O:4].[N:22]1([C:28](=[O:30])[CH3:29])[CH2:27][CH2:26][NH:25][CH2:24][CH2:23]1, predict the reaction product. (3) Given the reactants Br[C:2]1[CH:7]=[CH:6][N:5]=[CH:4][C:3]=1[N:8]([CH3:25])[C:9](=[O:24])[C:10]1[CH:15]=[C:14]([C:16]([F:19])([F:18])[F:17])[CH:13]=[C:12]([C:20]([F:23])([F:22])[F:21])[CH:11]=1.[CH2:26]([O:33][C:34]1[CH:39]=[C:38]([F:40])[CH:37]=[CH:36][C:35]=1B(O)O)[C:27]1[CH:32]=[CH:31][CH:30]=[CH:29][CH:28]=1, predict the reaction product. The product is: [CH2:26]([O:33][C:34]1[CH:39]=[C:38]([F:40])[CH:37]=[CH:36][C:35]=1[C:2]1[CH:7]=[CH:6][N:5]=[CH:4][C:3]=1[N:8]([CH3:25])[C:9](=[O:24])[C:10]1[CH:15]=[C:14]([C:16]([F:19])([F:18])[F:17])[CH:13]=[C:12]([C:20]([F:23])([F:22])[F:21])[CH:11]=1)[C:27]1[CH:28]=[CH:29][CH:30]=[CH:31][CH:32]=1. (4) The product is: [NH2:26][C:23]1[CH:22]=[CH:21][C:20]([CH2:19][CH2:18][N:10]([CH2:9][C@@H:8]([C:4]2[CH:5]=[CH:6][CH:7]=[C:2]([Cl:1])[CH:3]=2)[OH:34])[C:11](=[O:17])[O:12][C:13]([CH3:14])([CH3:15])[CH3:16])=[CH:25][CH:24]=1. Given the reactants [Cl:1][C:2]1[CH:3]=[C:4]([C@@H:8]([OH:34])[CH2:9][N:10]([CH2:18][CH2:19][C:20]2[CH:25]=[CH:24][C:23]([NH:26]C3SC(=O)NC3=O)=[CH:22][CH:21]=2)[C:11](=[O:17])[O:12][C:13]([CH3:16])([CH3:15])[CH3:14])[CH:5]=[CH:6][CH:7]=1.FC(F)(F)C(O)=O, predict the reaction product. (5) Given the reactants [CH:1]([C:3]1[N:4]=[C:5]([C:8]2[CH:13]=[CH:12][CH:11]=[CH:10][CH:9]=2)[NH:6][CH:7]=1)=[O:2].[OH-].[K+].S(OC)(O[CH3:20])(=O)=O, predict the reaction product. The product is: [CH3:20][N:4]1[C:3]([CH:1]=[O:2])=[CH:7][N:6]=[C:5]1[C:8]1[CH:9]=[CH:10][CH:11]=[CH:12][CH:13]=1. (6) Given the reactants [F:1][C:2]1[CH:21]=[CH:20][C:5]2[C:6]([C:9]3[CH:14]=[CH:13][C:12]([O:15][CH2:16][C@H:17]4[CH2:19][O:18]4)=[CH:11][CH:10]=3)=[N:7][O:8][C:4]=2[CH:3]=1.[CH3:22][N:23]1[CH2:28][CH2:27][NH:26][CH2:25][CH2:24]1, predict the reaction product. The product is: [F:1][C:2]1[CH:21]=[CH:20][C:5]2[C:6]([C:9]3[CH:10]=[CH:11][C:12]([O:15][CH2:16][C@H:17]([OH:18])[CH2:19][N:26]4[CH2:27][CH2:28][N:23]([CH3:22])[CH2:24][CH2:25]4)=[CH:13][CH:14]=3)=[N:7][O:8][C:4]=2[CH:3]=1.